Task: Predict the reactants needed to synthesize the given product.. Dataset: Full USPTO retrosynthesis dataset with 1.9M reactions from patents (1976-2016) (1) Given the product [Cl:18][C:15]1[C:4]([C:5]([O:7][CH2:8][C:9]2[CH:14]=[CH:13][CH:12]=[CH:11][CH:10]=2)=[O:6])=[C:3]([F:19])[C:2]([N:1]([S:26]([CH2:23][CH2:24][CH3:25])(=[O:28])=[O:27])[S:26]([CH2:23][CH2:24][CH3:25])(=[O:28])=[O:27])=[CH:17][CH:16]=1, predict the reactants needed to synthesize it. The reactants are: [NH2:1][C:2]1[C:3]([F:19])=[C:4]([C:15]([Cl:18])=[CH:16][CH:17]=1)[C:5]([O:7][CH2:8][C:9]1[CH:14]=[CH:13][CH:12]=[CH:11][CH:10]=1)=[O:6].ClCCl.[CH2:23]([S:26](Cl)(=[O:28])=[O:27])[CH2:24][CH3:25]. (2) Given the product [CH3:42][CH:41]([S:43]([C:46]1[CH:47]=[C:48]2[C:53](=[CH:54][CH:55]=1)[N:52]=[C:51]([C:56]1[CH:61]=[CH:60][CH:59]=[C:58]([C:62]([F:63])([F:65])[F:64])[CH:57]=1)[C:50]([CH2:66][N:67]1[CH2:72][CH2:71][C:70](=[O:73])[CH:69]([CH3:74])[CH2:68]1)=[C:49]2[C:75]([NH:37][C@H:30]([C:31]1[CH:36]=[CH:35][CH:34]=[CH:33][CH:32]=1)[C:29]([F:38])([F:39])[F:28])=[O:76])(=[O:44])=[O:45])[CH3:40], predict the reactants needed to synthesize it. The reactants are: C(P1(=O)OP(CCC)(=O)OP(CCC)(=O)O1)CC.C(N(CC)C(C)C)(C)C.[F:28][C:29]([F:39])([F:38])[C@H:30]([NH2:37])[C:31]1[CH:36]=[CH:35][CH:34]=[CH:33][CH:32]=1.[CH3:40][CH:41]([S:43]([C:46]1[CH:47]=[C:48]2[C:53](=[CH:54][CH:55]=1)[N:52]=[C:51]([C:56]1[CH:61]=[CH:60][CH:59]=[C:58]([C:62]([F:65])([F:64])[F:63])[CH:57]=1)[C:50]([CH2:66][N:67]1[CH2:72][CH2:71][C:70](=[O:73])[CH:69]([CH3:74])[CH2:68]1)=[C:49]2[C:75](O)=[O:76])(=[O:45])=[O:44])[CH3:42].CCCP(=O)=O. (3) Given the product [NH2:1][C:2]1[CH:7]=[CH:6][C:5]([C:83]2[C:88]([F:89])=[CH:87][CH:86]=[CH:85][N:84]=2)=[N:4][C:3]=1[C:9]([NH:11][C:12]1[CH:13]=[N:14][CH:15]=[CH:16][C:17]=1[C:18]1[CH:23]=[C:22]([CH3:24])[N:21]=[C:20]([NH2:25])[CH:19]=1)=[O:10], predict the reactants needed to synthesize it. The reactants are: [NH2:1][C:2]1[C:3]([C:9]([NH:11][C:12]2[CH:13]=[N:14][CH:15]=[CH:16][C:17]=2[C:18]2[CH:23]=[C:22]([CH3:24])[N:21]=[C:20]([N:25](C(OC(C)(C)C)=O)C(OC(C)(C)C)=O)[CH:19]=2)=[O:10])=[N:4][C:5](Br)=[CH:6][CH:7]=1.B1(B2OC(C)(C)C(C)(C)O2)OC(C)(C)C(C)(C)O1.C1(P(C2CCCCC2)C2CCCCC2)CCCCC1.CC([O-])=O.[K+].Br[C:83]1[C:88]([F:89])=[CH:87][CH:86]=[CH:85][N:84]=1.